Dataset: Full USPTO retrosynthesis dataset with 1.9M reactions from patents (1976-2016). Task: Predict the reactants needed to synthesize the given product. Given the product [C:5]([O:16][CH2:8][CH2:9][CH2:10][CH2:11][CH2:12][CH2:13][CH2:14][CH3:15])(=[O:6])[CH2:4][CH2:3][C:2]([CH3:1])=[O:7], predict the reactants needed to synthesize it. The reactants are: [CH3:1][C:2]1[O:7][C:5](=[O:6])[CH2:4][CH:3]=1.[CH2:8]([OH:16])[CH2:9][CH2:10][CH2:11][CH2:12][CH2:13][CH2:14][CH3:15].